This data is from Full USPTO retrosynthesis dataset with 1.9M reactions from patents (1976-2016). The task is: Predict the reactants needed to synthesize the given product. (1) Given the product [Si:5]([O:18][CH2:19][C:20]1[C:21]([O:35][CH2:36][CH:37]2[CH2:38][CH2:39]2)=[CH:22][C:23]([O:31][CH2:32][O:33][CH3:34])=[C:24]([C:26](=[O:28])[CH3:27])[CH:25]=1)([C:1]([CH3:2])([CH3:3])[CH3:4])([C:12]1[CH:17]=[CH:16][CH:15]=[CH:14][CH:13]=1)[C:6]1[CH:7]=[CH:8][CH:9]=[CH:10][CH:11]=1, predict the reactants needed to synthesize it. The reactants are: [C:1]([Si:5]([O:18][CH2:19][C:20]1[CH:25]=[C:24]([C:26]([O:28]CC)=[CH2:27])[C:23]([O:31][CH2:32][O:33][CH3:34])=[CH:22][C:21]=1[O:35][CH2:36][CH:37]1[CH2:39][CH2:38]1)([C:12]1[CH:17]=[CH:16][CH:15]=[CH:14][CH:13]=1)[C:6]1[CH:11]=[CH:10][CH:9]=[CH:8][CH:7]=1)([CH3:4])([CH3:3])[CH3:2].Cl.C(=O)(O)[O-].[Na+]. (2) Given the product [C:1]1([CH3:35])[CH:2]=[CH:3][C:4]([C:7]2[N:8]=[C:9]3[CH2:23][CH2:22][CH2:21][N:20]([CH2:24][CH2:25][CH2:26][CH2:27][CH:28]([OH:32])[CH2:29][C:30]([O:33][CH3:34])=[O:40])[C:10]3=[N:11][C:12]=2[C:13]2[CH:18]=[CH:17][C:16]([CH3:19])=[CH:15][CH:14]=2)=[CH:5][CH:6]=1, predict the reactants needed to synthesize it. The reactants are: [C:1]1([CH3:35])[CH:6]=[CH:5][C:4]([C:7]2[N:8]=[C:9]3[CH2:23][CH2:22][CH2:21][N:20]([CH2:24][CH2:25][CH2:26][CH2:27][CH:28]4[O:32]N=[C:30]([O:33][CH3:34])[CH2:29]4)[C:10]3=[N:11][C:12]=2[C:13]2[CH:18]=[CH:17][C:16]([CH3:19])=[CH:15][CH:14]=2)=[CH:3][CH:2]=1.B(O)(O)O.[OH2:40]. (3) Given the product [S:6]1[C:5]2[C:3](=[O:2])[NH:11][CH2:10][C:9]=2[CH:8]=[CH:7]1, predict the reactants needed to synthesize it. The reactants are: C[O:2][C:3]([C:5]1[S:6][CH:7]=[CH:8][C:9]=1[CH2:10][NH2:11])=O.C([O-])([O-])=O.[K+].[K+]. (4) Given the product [CH3:1][O:2][C:3]1[CH:4]=[C:5]([C:9]2[S:13][C:12]([CH3:14])=[N:11][C:10]=2[C:15]([N:18]2[CH2:23][CH2:22][CH2:21][C@@H:20]([NH:24][C:25]([C:27]3[N:34]4[C:30]([S:31][CH:32]=[CH:33]4)=[N:29][C:28]=3[CH3:35])=[O:26])[CH2:19]2)=[O:17])[CH:6]=[CH:7][CH:8]=1, predict the reactants needed to synthesize it. The reactants are: [CH3:1][O:2][C:3]1[CH:4]=[C:5]([C:9]2[S:13][C:12]([CH3:14])=[N:11][C:10]=2[C:15]([OH:17])=O)[CH:6]=[CH:7][CH:8]=1.[NH:18]1[CH2:23][CH2:22][CH2:21][C@@H:20]([NH:24][C:25]([C:27]2[N:34]3[C:30]([S:31][CH:32]=[CH:33]3)=[N:29][C:28]=2[CH3:35])=[O:26])[CH2:19]1. (5) Given the product [C:10]([C:8]1[CH:7]=[CH:6][C:5]([C@@H:12]2[C:17]3[C:18](=[O:21])[CH2:19][CH2:20][C:16]=3[N:15]([C:22]3[CH:27]=[CH:26][CH:25]=[C:24]([C:28]([F:31])([F:29])[F:30])[CH:23]=3)[C:14](=[O:32])[N:13]2[CH3:33])=[C:4]([CH:9]=1)[C:3]([O-:34])=[O:2])#[N:11].[NH4+:11], predict the reactants needed to synthesize it. The reactants are: C[O:2][C:3](=[O:34])[C:4]1[CH:9]=[C:8]([C:10]#[N:11])[CH:7]=[CH:6][C:5]=1[CH:12]1[C:17]2[C:18](=[O:21])[CH2:19][CH2:20][C:16]=2[N:15]([C:22]2[CH:27]=[CH:26][CH:25]=[C:24]([C:28]([F:31])([F:30])[F:29])[CH:23]=2)[C:14](=[O:32])[N:13]1[CH3:33].[OH-].[Li+].Cl. (6) Given the product [Br-:25].[OH:9][C:8]([C:16]1[CH:21]=[CH:20][CH:19]=[CH:18][CH:17]=1)([C:10]1[CH:15]=[CH:14][CH:13]=[CH:12][CH:11]=1)[C:4]12[CH2:7][N+:1]([CH2:26][CH2:27][C:28]3[CH:33]=[CH:32][CH:31]=[CH:30][CH:29]=3)([CH2:6][CH2:5]1)[CH2:2][CH2:3]2, predict the reactants needed to synthesize it. The reactants are: [N:1]12[CH2:7][C:4]([C:8]([C:16]3[CH:21]=[CH:20][CH:19]=[CH:18][CH:17]=3)([C:10]3[CH:15]=[CH:14][CH:13]=[CH:12][CH:11]=3)[OH:9])([CH2:5][CH2:6]1)[CH2:3][CH2:2]2.CC#N.[Br:25][CH2:26][CH2:27][C:28]1[CH:33]=[CH:32][CH:31]=[CH:30][CH:29]=1. (7) Given the product [C:1]([O:5][C:6]([N:8]([C:13]1[CH:14]=[C:15]([C:21]2[CH:22]=[C:23]3[C:29]([C:49]4[C:48]([CH3:61])=[N:47][N:46]([CH2:45][C:44]5[CH:62]=[CH:63][CH:64]=[C:42]([F:41])[CH:43]=5)[C:50]=4[CH3:51])=[C:28]([CH:31]4[CH2:33][CH2:32]4)[N:27]([C:34]([O:36][C:37]([CH3:40])([CH3:39])[CH3:38])=[O:35])[C:24]3=[N:25][CH:26]=2)[CH:16]=[CH:17][C:18]=1[O:19][CH3:20])[S:9]([CH3:12])(=[O:11])=[O:10])=[O:7])([CH3:4])([CH3:3])[CH3:2], predict the reactants needed to synthesize it. The reactants are: [C:1]([O:5][C:6]([N:8]([C:13]1[CH:14]=[C:15]([C:21]2[CH:22]=[C:23]3[C:29](I)=[C:28]([CH:31]4[CH2:33][CH2:32]4)[N:27]([C:34]([O:36][C:37]([CH3:40])([CH3:39])[CH3:38])=[O:35])[C:24]3=[N:25][CH:26]=2)[CH:16]=[CH:17][C:18]=1[O:19][CH3:20])[S:9]([CH3:12])(=[O:11])=[O:10])=[O:7])([CH3:4])([CH3:3])[CH3:2].[F:41][C:42]1[CH:43]=[C:44]([CH:62]=[CH:63][CH:64]=1)[CH2:45][N:46]1[C:50]([CH3:51])=[C:49](B2OC(C)(C)C(C)(C)O2)[C:48]([CH3:61])=[N:47]1.C(=O)([O-])[O-].[Na+].[Na+].